Dataset: Peptide-MHC class I binding affinity with 185,985 pairs from IEDB/IMGT. Task: Regression. Given a peptide amino acid sequence and an MHC pseudo amino acid sequence, predict their binding affinity value. This is MHC class I binding data. (1) The peptide sequence is WLSSKGLACY. The MHC is HLA-A31:01 with pseudo-sequence HLA-A31:01. The binding affinity (normalized) is 0.0872. (2) The MHC is HLA-B39:01 with pseudo-sequence HLA-B39:01. The binding affinity (normalized) is 0.0847. The peptide sequence is FATTPVCEY. (3) The peptide sequence is AVYGNIKHK. The MHC is HLA-A68:01 with pseudo-sequence HLA-A68:01. The binding affinity (normalized) is 0.382. (4) The peptide sequence is YYNNFNNNY. The MHC is HLA-A24:02 with pseudo-sequence HLA-A24:02. The binding affinity (normalized) is 0.380. (5) The MHC is HLA-A69:01 with pseudo-sequence HLA-A69:01. The peptide sequence is KICEYIRSY. The binding affinity (normalized) is 0.0847.